Dataset: Reaction yield outcomes from USPTO patents with 853,638 reactions. Task: Predict the reaction yield, written as a fraction of the theoretical maximum amount of product (1.0 means a 100% yield; for example, 0.34 means a 34% yield). (1) The reactants are [O:1]1[CH2:5][CH2:4][C@@H:3]([OH:6])[CH2:2]1.[H-].[Na+].Cl[C:10]1[N:15]=[C:14]([NH2:16])[CH:13]=[CH:12][N:11]=1. The catalyst is C1COCC1. The product is [O:1]1[CH2:5][CH2:4][C@@H:3]([O:6][C:10]2[N:15]=[C:14]([NH2:16])[CH:13]=[CH:12][N:11]=2)[CH2:2]1. The yield is 0.515. (2) The yield is 0.580. The catalyst is CN(C=O)C. The product is [N:17]1[C:2]2[O:13][C:8]3[CH:9]=[CH:10][CH:11]=[CH:12][C:7]=3[NH:6][C:4](=[O:5])[C:3]=2[CH:14]=[CH:15][CH:16]=1. The reactants are Cl[C:2]1[N:17]=[CH:16][CH:15]=[CH:14][C:3]=1[C:4]([NH:6][C:7]1[CH:12]=[CH:11][CH:10]=[CH:9][C:8]=1[OH:13])=[O:5].[OH-].[Na+]. (3) The reactants are CN(C=O)C.C([O-])([O-])=O.[K+].[K+].[N+:12]([C:15]1[CH:22]=[C:19]([CH:20]=O)[C:18]([OH:23])=[CH:17][CH:16]=1)([O-:14])=[O:13].Br[CH:25](C(OCC)=O)[C:26]([O:28][CH2:29][CH3:30])=[O:27]. The catalyst is O.C1CCCCC1. The product is [N+:12]([C:15]1[CH:16]=[CH:17][C:18]2[O:23][C:25]([C:26]([O:28][CH2:29][CH3:30])=[O:27])=[CH:20][C:19]=2[CH:22]=1)([O-:14])=[O:13]. The yield is 0.952. (4) The reactants are [Cl:1][C:2]1[CH:7]=[CH:6][C:5]([Cl:8])=[CH:4][C:3]=1[C:9]#[C:10][CH2:11][CH2:12][CH2:13]O.C1(P(C2C=CC=CC=2)C2C=CC=CC=2)C=CC=CC=1.N1C=CN=C1.[I:39]I. The catalyst is C(#N)C. The product is [Cl:1][C:2]1[CH:7]=[CH:6][C:5]([Cl:8])=[CH:4][C:3]=1[C:9]#[C:10][CH2:11][CH2:12][CH2:13][I:39]. The yield is 0.720.